This data is from Full USPTO retrosynthesis dataset with 1.9M reactions from patents (1976-2016). The task is: Predict the reactants needed to synthesize the given product. (1) Given the product [F:26][C:14]1[C:13]([C:35]2[CH:40]=[N:39][CH:38]=[C:37]([C:41]3([OH:47])[CH2:42][CH2:43][O:44][CH2:45][CH2:46]3)[CH:36]=2)=[CH:22][N:21]=[C:20]2[C:15]=1[CH2:16][CH2:17][CH2:18][N:19]2[C:23]([NH2:25])=[O:24], predict the reactants needed to synthesize it. The reactants are: FC1C=CN=C2C=1CCCN2.Br[C:13]1[C:14]([F:26])=[C:15]2[C:20](=[N:21][CH:22]=1)[N:19]([C:23]([NH2:25])=[O:24])[CH2:18][CH2:17][CH2:16]2.CC1(C)C(C)(C)OB([C:35]2[CH:36]=[C:37]([C:41]3([OH:47])[CH2:46][CH2:45][O:44][CH2:43][CH2:42]3)[CH:38]=[N:39][CH:40]=2)O1. (2) Given the product [Br:4][C:5]1[C:6]([O:19][CH3:20])=[CH:7][C:8]([C:13]([CH3:18])([CH3:17])[C:14]([O:16][CH2:1][CH3:2])=[O:15])=[CH:9][C:10]=1[O:11][CH3:12], predict the reactants needed to synthesize it. The reactants are: [CH2:1](I)[CH3:2].[Br:4][C:5]1[C:10]([O:11][CH3:12])=[CH:9][C:8]([C:13]([CH3:18])([CH3:17])[C:14]([OH:16])=[O:15])=[CH:7][C:6]=1[O:19][CH3:20].C(=O)(O)[O-].[Na+].CCCCCC. (3) Given the product [CH3:27][Si:28]([C:31]#[C:32][C:2]1[CH:3]=[CH:4][C:5]2[N:11]3[CH:12]=[N:13][C:14]([C:15]([O:17][CH2:18][CH3:19])=[O:16])=[C:10]3[CH2:9][N:8]=[C:7]([C:20]3[CH:25]=[CH:24][CH:23]=[CH:22][CH:21]=3)[C:6]=2[CH:26]=1)([CH3:30])[CH3:29], predict the reactants needed to synthesize it. The reactants are: Br[C:2]1[CH:3]=[CH:4][C:5]2[N:11]3[CH:12]=[N:13][C:14]([C:15]([O:17][CH2:18][CH3:19])=[O:16])=[C:10]3[CH2:9][N:8]=[C:7]([C:20]3[CH:25]=[CH:24][CH:23]=[CH:22][CH:21]=3)[C:6]=2[CH:26]=1.[CH3:27][Si:28]([C:31]#[CH:32])([CH3:30])[CH3:29].